From a dataset of Blood-brain barrier permeability classification from the B3DB database. Regression/Classification. Given a drug SMILES string, predict its absorption, distribution, metabolism, or excretion properties. Task type varies by dataset: regression for continuous measurements (e.g., permeability, clearance, half-life) or binary classification for categorical outcomes (e.g., BBB penetration, CYP inhibition). Dataset: b3db_classification. (1) The compound is CC1CCCCC1. The result is 1 (penetrates BBB). (2) The molecule is CCN(CC)CC(=O)OCC(=O)C1(O)CCC2C3CCC4=CC(=O)CCC4(C)C3C(O)CC21C. The result is 1 (penetrates BBB).